Dataset: Experimentally validated miRNA-target interactions with 360,000+ pairs, plus equal number of negative samples. Task: Binary Classification. Given a miRNA mature sequence and a target amino acid sequence, predict their likelihood of interaction. (1) The miRNA is hsa-miR-939-3p with sequence CCCUGGGCCUCUGCUCCCCAG. The protein sequence of the target gene is MDSPPKLTGETLIVHHIPLVHCQVPDRQCCGGAGGGGGSTRPNPFCPPELGITQPDQDLGQADSLLFSSLHSTPGGTARSIDSTKSRSRDGRGPGAPKRHNPFLLQEGVGEPGLGDLYDDSIGDSATQQSFHLHGTGQPNFHLSSFQLPPSGPRVGRPWGTTRSRAGVVEGQEQEPVMTLDTQQCGTSHCCRPELEAETMELDECGGPGGSGSGGGASDTSGFSFDQEWKLSSDESPRNPGCSGSGDQHCRCSSTSSQSEAADQSMGYVSDSSCNSSDGVLVTFSTLYNKMHGTPRANLN.... Result: 1 (interaction). (2) The miRNA is hsa-miR-3158-3p with sequence AAGGGCUUCCUCUCUGCAGGAC. The protein sequence of the target gene is MAPAVLTALPNRMSLRSLKWSLLLLSLLSFLVIWYLSLPHYNVIERVNWMYFYEYEPIYRQDFRFTLREHSNCSHQNPFLVILVTSRPSDVKARQAIRVTWGEKKSWWGYEVLTFFLLGQQAEREDKTLALSLEDEHVLYGDIIRQDFLDTYNNLTLKTIMAFRWVMEFCPNAKYIMKTDTDVFINTGNLVKYLLNLNHSEKFFTGYPLIDNYSYRGFFHKNHISYQEYPFKVFPPYCSGLGYIMSGDLVPRVYEMMSHVKPIKFEDVYVGICLNLLKVDIHIPEDTNLFFLYRIHLDVC.... Result: 0 (no interaction). (3) The miRNA is hsa-miR-622 with sequence ACAGUCUGCUGAGGUUGGAGC. The protein sequence of the target gene is MASLLAKDAYLQSLAKKICSHSAPEQQARTRAGKTQGSETAGPPKKKRKKTQKKFRKREEKAAEHKAKSLGEKSPAASGARRPEAAKEEAAWASSSAGNPADGLATEPESVFALDVLRQRLHEKIQEARGQGSAKELSPAALEKRRRRKQERDRKKRKRKELRAKEKARKAEEATEAQEVVEATPEGACTEPREPPGLIFNKVEVSEDEPASKAQRRKEKRQRVKGNLTPLTGRNYRQLLERLQARQSRLDELRGQDEGKAQELEAKMKWTNLLYKAEGVKIRDDERLLQEALKRKEKRR.... Result: 1 (interaction).